From a dataset of NCI-60 drug combinations with 297,098 pairs across 59 cell lines. Regression. Given two drug SMILES strings and cell line genomic features, predict the synergy score measuring deviation from expected non-interaction effect. (1) Drug 1: CC1=C2C(C(=O)C3(C(CC4C(C3C(C(C2(C)C)(CC1OC(=O)C(C(C5=CC=CC=C5)NC(=O)C6=CC=CC=C6)O)O)OC(=O)C7=CC=CC=C7)(CO4)OC(=O)C)O)C)OC(=O)C. Drug 2: C(CCl)NC(=O)N(CCCl)N=O. Cell line: MALME-3M. Synergy scores: CSS=15.1, Synergy_ZIP=-9.56, Synergy_Bliss=-0.963, Synergy_Loewe=-25.2, Synergy_HSA=-0.465. (2) Drug 1: CN1C(=O)N2C=NC(=C2N=N1)C(=O)N. Drug 2: C1CC(=O)NC(=O)C1N2C(=O)C3=CC=CC=C3C2=O. Cell line: TK-10. Synergy scores: CSS=7.37, Synergy_ZIP=-1.57, Synergy_Bliss=-0.151, Synergy_Loewe=-18.7, Synergy_HSA=0.725. (3) Drug 1: C1CN1P(=S)(N2CC2)N3CC3. Synergy scores: CSS=45.2, Synergy_ZIP=-7.14, Synergy_Bliss=-6.95, Synergy_Loewe=-19.6, Synergy_HSA=-4.66. Cell line: UACC62. Drug 2: CCCCC(=O)OCC(=O)C1(CC(C2=C(C1)C(=C3C(=C2O)C(=O)C4=C(C3=O)C=CC=C4OC)O)OC5CC(C(C(O5)C)O)NC(=O)C(F)(F)F)O. (4) Drug 1: C1CC(C1)(C(=O)O)C(=O)O.[NH2-].[NH2-].[Pt+2]. Drug 2: C(CCl)NC(=O)N(CCCl)N=O. Cell line: 786-0. Synergy scores: CSS=14.3, Synergy_ZIP=1.94, Synergy_Bliss=7.71, Synergy_Loewe=7.37, Synergy_HSA=7.40. (5) Drug 1: CC1C(C(CC(O1)OC2CC(CC3=C2C(=C4C(=C3O)C(=O)C5=C(C4=O)C(=CC=C5)OC)O)(C(=O)C)O)N)O.Cl. Drug 2: CC1=CC2C(CCC3(C2CCC3(C(=O)C)OC(=O)C)C)C4(C1=CC(=O)CC4)C. Cell line: TK-10. Synergy scores: CSS=29.3, Synergy_ZIP=13.8, Synergy_Bliss=15.7, Synergy_Loewe=-11.5, Synergy_HSA=11.6. (6) Drug 1: CN(CC1=CN=C2C(=N1)C(=NC(=N2)N)N)C3=CC=C(C=C3)C(=O)NC(CCC(=O)O)C(=O)O. Drug 2: C1=CC(=C(C=C1I)F)NC2=C(C=CC(=C2F)F)C(=O)NOCC(CO)O. Cell line: T-47D. Synergy scores: CSS=40.3, Synergy_ZIP=1.52, Synergy_Bliss=-4.21, Synergy_Loewe=-10.7, Synergy_HSA=-3.70. (7) Drug 1: CC1C(C(=O)NC(C(=O)N2CCCC2C(=O)N(CC(=O)N(C(C(=O)O1)C(C)C)C)C)C(C)C)NC(=O)C3=C4C(=C(C=C3)C)OC5=C(C(=O)C(=C(C5=N4)C(=O)NC6C(OC(=O)C(N(C(=O)CN(C(=O)C7CCCN7C(=O)C(NC6=O)C(C)C)C)C)C(C)C)C)N)C. Drug 2: CCC1=C2CN3C(=CC4=C(C3=O)COC(=O)C4(CC)O)C2=NC5=C1C=C(C=C5)O. Cell line: SW-620. Synergy scores: CSS=34.7, Synergy_ZIP=1.16, Synergy_Bliss=4.05, Synergy_Loewe=-29.1, Synergy_HSA=-0.837. (8) Drug 1: CN(C)N=NC1=C(NC=N1)C(=O)N. Drug 2: CCC(=C(C1=CC=CC=C1)C2=CC=C(C=C2)OCCN(C)C)C3=CC=CC=C3.C(C(=O)O)C(CC(=O)O)(C(=O)O)O. Cell line: SF-539. Synergy scores: CSS=3.94, Synergy_ZIP=-1.70, Synergy_Bliss=0.0978, Synergy_Loewe=-0.439, Synergy_HSA=0.00237.